Dataset: Experimentally validated miRNA-target interactions with 360,000+ pairs, plus equal number of negative samples. Task: Binary Classification. Given a miRNA mature sequence and a target amino acid sequence, predict their likelihood of interaction. (1) Result: 0 (no interaction). The miRNA is mmu-miR-324-5p with sequence CGCAUCCCCUAGGGCAUUGGUGU. The protein sequence of the target gene is MARPDDEVGPAVAPGHPLGKGYLPVPKGAPDGEARLVPQNGPEALNGGPGLGPLIAGAQGGPQALIAAEEETQARLLPAGDGEDVPCPACPPRTALSPRRFVVLLIFSLYSLVNAFQWIQYSSISNVFEDFYEVSPLHINWLSMVYMVAYVPLIFPATWLLDTRGLRLTALLGSGLNCLGAWVKCGSVQRHLFWVTMLGQILCSVAQVFILGLPSPVASVWFGPKEVSTACATAVLGNQLGTAVGFLLPPVLVPALGTQNSTGLLAHTQNNTDLLAHNINTMFYGTAFISTFLFFLTIIA.... (2) The miRNA is mmu-miR-762 with sequence GGGGCUGGGGCCGGGACAGAGC. The protein sequence of the target gene is MRSRGSDTEGSAQKKFPRHTKGHSFQGPKNMKHRQQDKDSPSESDVILPCPKAEKPHSGNGHQAEDLSRDDLLFLLSILEGELQARDEVIGILKAEKMDLALLEAQYGFVTPKKVLEALQRDAFQAKSTPWQEDIYEKPMNELDKVVEKHKESYRRILGQLLVAEKSRRQTILELEEEKRKHKEYMEKSDEFICLLEQECERLKKLIDQEIKSQEEKEQEKEKRVTTLKEELTKLKSFALMVVDEQQRLTAQLTLQRQKIQELTTNAKETHTKLALAEARVQEEEQKATRLEKELQTQTT.... Result: 0 (no interaction). (3) The miRNA is mmu-let-7f-5p with sequence UGAGGUAGUAGAUUGUAUAGUU. The protein sequence of the target gene is MALWRAYQRALAAHPWKVQVLTAGSLMGLGDIISQQLVERRGLQEHQRGRTLTMVSLGCGFVGPVVGGWYKVLDRFIPGTTKVDALKKMLLDQGGFAPCFLGCFLPLVGALNGLSAQDNWAKLQRDYPDALITNYYLWPAVQLANFYLVPLHYRLAVVQCVAVIWNSYLSWKAHRL. Result: 0 (no interaction). (4) The miRNA is hsa-miR-6800-3p with sequence CACCUCUCCUGGCAUCGCCCC. Result: 1 (interaction). The protein sequence of the target gene is MFLTRSEYDRGVNTFSPEGRLFQVEYAIEAIKLGSTAIGIQTSEGVCLAVEKRITSPLMEPSSIEKIVEIDAHIGCAMSGLIADAKTLIDKARVETQNHWFTYNETMTVESVTQAVSNLALQFGEEDADPGAMSRPFGVALLFGGVDEKGPQLFHMDPSGTFVQCDARAIGSASEGAQSSLQEVYHKSMTLKEAIKSSLIILKQVMEEKLNATNIELATVQPGQNFHMFTKEELEEVIKDI. (5) The miRNA is mmu-miR-466c-5p with sequence UGAUGUGUGUGUGCAUGUACAUAU. The protein sequence of the target gene is MSYQGKKNIPRITSDRLLIKGGKIVNDDQSFYADIYMEDGLIKQIGENLIVPGGVKTIEAHSRMVIPGGIDVHTRFQMPDQGMTSADDFFQGTKAALAGGTTMIIDHVVPEPGTSLLAAFDQWREWADSKSCCDYSLHVDITEWHKGIQEEMEALVKDHGVNSFLVYMAFKDRFQLTDSQIYEVLSVIRDIGAIAQVHAENGDIIAEEQQRILDLGITGPEGHVLSRPEEVEAEAVNRSITIANQTNCPLYVTKVMSKSAAEVIAQARKKGTVVYGEPITASLGTDGSHYWSKNWAKAAA.... Result: 0 (no interaction). (6) The miRNA is mmu-miR-216b-5p with sequence AAAUCUCUGCAGGCAAAUGUGA. The protein sequence of the target gene is MGKGDPKKPRGKMSSYAFFVQTCREEHKKKHPDASVNFSEFSKKCSERWKTMSAKEKGKFEDMAKADKARYEREMKTYIPPKGETKKKFKDPNAPKRPPSAFFLFCSEYRPKIKGEHPGLSIGDVAKKLGEMWNNTAADDKQPYEKKAAKLKEKYEKDIAAYRAKGKPDAAKKGVVKAEKSKKKKEEEDDEEDEEDEEEEEEEEDEDEEEDDDDE. Result: 1 (interaction). (7) The miRNA is hsa-miR-6090 with sequence GGGGAGCGAGGGGCGGGGC. The protein sequence of the target gene is MASCDEIKEHPRSLSMCGHVGFESLPDQLVDRSIEQGFCFNILCVGETGIGKSTLINTLFNTNFEELESSHFCPCVRLRAQTYELQESNVRLKLTIVNTVGFGDQINKEDSYQPIVDYIDDQFEAYLQEEVKIKRALFNYHDSRIHVCLYFIAPTGHSLRTLDLLTMKSLDNKVNIIPLIAKADTISKSELQKFKMKLMNELVINGVQIYQFPTDDDTTSKINGAMNGHLPFAVVGSMDEIKVGNKMVKGRQYPWGIVQVENENHCDFVKLREMLICTNMEDLREQTHMRHYELYRRCKL.... Result: 0 (no interaction). (8) The miRNA is mmu-let-7g-5p with sequence UGAGGUAGUAGUUUGUACAGUU. The protein sequence of the target gene is MGPAVLLAILCLGVAEVTQSSDPSLDSEWQEWKRKFNKNYSMEEEGQKRAVWEENMKLVKQHNIEYDQGKKNFTMDVNAFGDMTGEEYRKMLTDIPVPNFRKKKSIHQPIAGYLPKFVDWRKRGCVTPVKNQGTCNSCWAFSAAGAIEGQMFRKTGKLVPLSTQNLVDCSRLEGNFGCFKGSTFLALKYVWKNRGLEAESTYPYKGTDGHCRYHPERSAARITSFSFVSNSEKDLMRAVATIGPISVGIDARHKSFRLYREGIYYEPKCSSNIINHSVLVVGYGYEGKESDGNKYWLIKN.... Result: 1 (interaction).